Dataset: Catalyst prediction with 721,799 reactions and 888 catalyst types from USPTO. Task: Predict which catalyst facilitates the given reaction. (1) Reactant: [OH:1][C:2]1[CH:11]=[C:10]2[C:5]([C:6](=[O:12])[CH2:7][CH2:8][O:9]2)=[CH:4][CH:3]=1.Cl[CH2:14][C:15]1[CH:16]=[N:17][N:18]([C:20]2[CH:25]=[CH:24][CH:23]=[CH:22][CH:21]=2)[CH:19]=1.C(=O)([O-])[O-].[K+].[K+].[I-].[K+]. Product: [C:20]1([N:18]2[CH:19]=[C:15]([CH2:14][O:1][C:2]3[CH:11]=[C:10]4[C:5]([C:6](=[O:12])[CH2:7][CH2:8][O:9]4)=[CH:4][CH:3]=3)[CH:16]=[N:17]2)[CH:25]=[CH:24][CH:23]=[CH:22][CH:21]=1. The catalyst class is: 136. (2) Product: [C:22]([C:20]1[S:21][C:17]2[CH:16]=[C:15]([O:14][CH2:13][C:12]3[CH:26]=[CH:27][C:9]([B:4]([OH:3])[OH:5])=[CH:10][CH:11]=3)[CH:25]=[CH:24][C:18]=2[N:19]=1)#[N:23]. The catalyst class is: 95. Reactant: CC1(C)C(C)(C)[O:5][B:4]([C:9]2[CH:27]=[CH:26][C:12]([CH2:13][O:14][C:15]3[CH:25]=[CH:24][C:18]4[N:19]=[C:20]([C:22]#[N:23])[S:21][C:17]=4[CH:16]=3)=[CH:11][CH:10]=2)[O:3]1.I([O-])(=O)(=O)=O.[Na+].C([O-])(=O)C.[NH4+]. (3) Reactant: Br[C:2]1[CH:3]=[C:4]2[C:9](=[CH:10][C:11]=1[Cl:12])[N:8]=[CH:7][N:6]=[C:5]2[N:13]1[CH2:18][CH2:17][N:16]([C:19]([O:21][C:22]([CH3:25])([CH3:24])[CH3:23])=[O:20])[CH:15]([C:26](=[O:28])[NH2:27])[CH2:14]1.[CH:29]1(B(O)O)[CH2:31][CH2:30]1.C1(P(C2CCCCC2)C2CCCCC2)CCCCC1. Product: [C:26]([CH:15]1[CH2:14][N:13]([C:5]2[C:4]3[C:9](=[CH:10][C:11]([Cl:12])=[C:2]([CH:29]4[CH2:31][CH2:30]4)[CH:3]=3)[N:8]=[CH:7][N:6]=2)[CH2:18][CH2:17][N:16]1[C:19]([O:21][C:22]([CH3:23])([CH3:24])[CH3:25])=[O:20])(=[O:28])[NH2:27]. The catalyst class is: 874. (4) Reactant: C([O:3][C:4]([C:6]1[N:7]([C:33]2[CH:38]=[CH:37][C:36]([O:39][CH:40]([CH3:42])[CH3:41])=[CH:35][CH:34]=2)[C:8]2[C:13]([C:14]=1[CH2:15][CH2:16][C:17]1[CH:22]=[CH:21][N:20]=[CH:19][CH:18]=1)=[CH:12][C:11]([C:23]1[CH:28]=[CH:27][C:26]([C:29]([F:32])([F:31])[F:30])=[CH:25][N:24]=1)=[CH:10][CH:9]=2)=[O:5])C.[OH-].[Na+].Cl. Product: [CH:40]([O:39][C:36]1[CH:35]=[CH:34][C:33]([N:7]2[C:8]3[C:13](=[CH:12][C:11]([C:23]4[CH:28]=[CH:27][C:26]([C:29]([F:30])([F:31])[F:32])=[CH:25][N:24]=4)=[CH:10][CH:9]=3)[C:14]([CH2:15][CH2:16][C:17]3[CH:18]=[CH:19][N:20]=[CH:21][CH:22]=3)=[C:6]2[C:4]([OH:5])=[O:3])=[CH:38][CH:37]=1)([CH3:42])[CH3:41]. The catalyst class is: 14. (5) Reactant: Br[C:2]1[CH:10]=[C:9]2[C:5]([CH:6]=[N:7][N:8]2[S:11]([C:14]2[CH:20]=[CH:19][C:17]([CH3:18])=[CH:16][CH:15]=2)(=[O:13])=[O:12])=[C:4]([CH2:21][O:22][C:23]2[CH:28]=[CH:27][CH:26]=[CH:25][C:24]=2[CH2:29][C:30]([O:32]C(C)(C)C)=[O:31])[CH:3]=1.[OH:37][CH2:38][C@@H:39]([NH:55]C(=O)OC(C)(C)C)[C:40]1[CH:45]=[CH:44][CH:43]=[C:42](B2OC(C)(C)C(C)(C)O2)[CH:41]=1. Product: [NH2:55][C@@H:39]([C:40]1[CH:41]=[C:42]([C:2]2[CH:10]=[C:9]3[C:5]([CH:6]=[N:7][N:8]3[S:11]([C:14]3[CH:15]=[CH:16][C:17]([CH3:18])=[CH:19][CH:20]=3)(=[O:12])=[O:13])=[C:4]([CH2:21][O:22][C:23]3[CH:28]=[CH:27][CH:26]=[CH:25][C:24]=3[CH2:29][C:30]([OH:32])=[O:31])[CH:3]=2)[CH:43]=[CH:44][CH:45]=1)[CH2:38][OH:37]. The catalyst class is: 10. (6) Reactant: Br[C:2]1[C:11]2[CH2:10][CH2:9][CH2:8][CH2:7][C:6]=2[N:5]=[CH:4][CH:3]=1.[B:12]1([B:12]2[O:16][C:15]([CH3:18])([CH3:17])[C:14]([CH3:20])([CH3:19])[O:13]2)[O:16][C:15]([CH3:18])([CH3:17])[C:14]([CH3:20])([CH3:19])[O:13]1.C([O-])(=O)C.[K+]. Product: [N:5]1[C:6]2[CH2:7][CH2:8][CH2:9][CH2:10][C:11]=2[C:2]([B:12]2[O:16][C:15]([CH3:18])([CH3:17])[C:14]([CH3:20])([CH3:19])[O:13]2)=[CH:3][CH:4]=1. The catalyst class is: 12. (7) Reactant: [CH2:1]([Si:4]([CH2:13][CH:14]=[CH2:15])([OH:12])[C:5]1[CH:10]=[CH:9][C:8](I)=[CH:7][CH:6]=1)[CH:2]=[CH2:3].C([O-])([O-])=O.[K+].[K+].[CH3:22][O:23][C:24]1[CH:29]=[CH:28][C:27](B(O)O)=[CH:26][CH:25]=1. Product: [CH2:1]([Si:4]([CH2:13][CH:14]=[CH2:15])([OH:12])[C:5]1[CH:10]=[CH:9][C:8]([C:27]2[CH:28]=[CH:29][C:24]([O:23][CH3:22])=[CH:25][CH:26]=2)=[CH:7][CH:6]=1)[CH:2]=[CH2:3]. The catalyst class is: 206.